Dataset: Peptide-MHC class I binding affinity with 185,985 pairs from IEDB/IMGT. Task: Regression. Given a peptide amino acid sequence and an MHC pseudo amino acid sequence, predict their binding affinity value. This is MHC class I binding data. (1) The peptide sequence is SLSAYIIRV. The MHC is H-2-Dd with pseudo-sequence H-2-Dd. The binding affinity (normalized) is 0.00646. (2) The peptide sequence is YLLEQLNNL. The MHC is HLA-A02:01 with pseudo-sequence HLA-A02:01. The binding affinity (normalized) is 0.839. (3) The peptide sequence is AEMKTDAATL. The MHC is HLA-A23:01 with pseudo-sequence HLA-A23:01. The binding affinity (normalized) is 0.